This data is from Reaction yield outcomes from USPTO patents with 853,638 reactions. The task is: Predict the reaction yield, written as a fraction of the theoretical maximum amount of product (1.0 means a 100% yield; for example, 0.34 means a 34% yield). (1) The reactants are [CH3:1][C:2]1[O:6][C:5]([C:7]2[CH:12]=[CH:11][CH:10]=[CH:9][CH:8]=2)=[N:4][C:3]=1[CH2:13][CH2:14][O:15][C:16]1[CH:21]=[CH:20][C:19](N)=[CH:18][CH:17]=1.[F:23][C:24]([F:37])([F:36])[S:25](O[S:25]([C:24]([F:37])([F:36])[F:23])(=[O:27])=[O:26])(=[O:27])=[O:26].CO.[OH-].[Na+]. The catalyst is ClCCl.C(N(CC)CC)C.O. The product is [F:23][C:24]([S:25]([NH2:4])(=[O:27])=[O:26])([F:37])[F:36].[CH3:1][C:2]1[O:6][C:5]([C:7]2[CH:12]=[CH:11][CH:10]=[CH:9][CH:8]=2)=[N:4][C:3]=1[CH2:13][CH2:14][O:15][C:16]1[CH:21]=[CH:20][CH:19]=[CH:18][CH:17]=1. The yield is 0.667. (2) The reactants are [NH2:1][C:2]1[CH:7]=[C:6]([C:8]([F:11])([F:10])[F:9])[CH:5]=[CH:4][C:3]=1[OH:12].[Br:13][C:14]1[CH:19]=[CH:18][C:17]([N:20]=[C:21]=S)=[CH:16][CH:15]=1.Cl.CN(C)CCCN=C=NCC. The catalyst is C(O)C. The product is [Br:13][C:14]1[CH:19]=[CH:18][C:17]([NH:20][C:21]2[O:12][C:3]3[CH:4]=[CH:5][C:6]([C:8]([F:9])([F:10])[F:11])=[CH:7][C:2]=3[N:1]=2)=[CH:16][CH:15]=1. The yield is 0.620. (3) The reactants are [N+:1]([C:4]1[CH:12]=[CH:11][CH:10]=[C:9]2[C:5]=1[CH:6]=[C:7]([C:13]([O:15][CH2:16][CH3:17])=[O:14])[NH:8]2)([O-])=O. The catalyst is [Pd].C(O)C. The product is [NH2:1][C:4]1[CH:12]=[CH:11][CH:10]=[C:9]2[C:5]=1[CH:6]=[C:7]([C:13]([O:15][CH2:16][CH3:17])=[O:14])[NH:8]2. The yield is 0.700.